This data is from Reaction yield outcomes from USPTO patents with 853,638 reactions. The task is: Predict the reaction yield, written as a fraction of the theoretical maximum amount of product (1.0 means a 100% yield; for example, 0.34 means a 34% yield). (1) The reactants are [NH2:1][C:2]1[CH:7]=[C:6]([N+:8]([O-:10])=[O:9])[CH:5]=[CH:4][C:3]=1[OH:11].[C:12]1([CH2:18][C:19](Cl)=O)[CH:17]=[CH:16][CH:15]=[CH:14][CH:13]=1.[OH-].[Na+]. The catalyst is O1CCOCC1. The product is [CH2:18]([C:19]1[O:11][C:3]2[CH:4]=[CH:5][C:6]([N+:8]([O-:10])=[O:9])=[CH:7][C:2]=2[N:1]=1)[C:12]1[CH:17]=[CH:16][CH:15]=[CH:14][CH:13]=1. The yield is 0.330. (2) The reactants are [C:1]([CH:5]1[CH:18]=[CH:17][C:16]2[C:7](=[C:8]3[C:13](=[CH:14][N:15]=2)[CH:12]=[CH:11][C:10]([C:19]([CH3:22])([CH3:21])[CH3:20])=[CH:9]3)[C:6]1=O)([CH3:4])([CH3:3])[CH3:2].P(Cl)(Cl)(Cl)(Cl)[Cl:25].P(Cl)(Cl)(Cl)=O. The catalyst is C1(C)C=CC=CC=1. The product is [C:1]([C:5]1[CH:18]=[CH:17][C:16]2[C:7](=[C:8]3[C:13](=[C:14]([Cl:25])[N:15]=2)[CH:12]=[CH:11][C:10]([C:19]([CH3:22])([CH3:21])[CH3:20])=[CH:9]3)[CH:6]=1)([CH3:4])([CH3:3])[CH3:2]. The yield is 0.980. (3) The reactants are [CH3:1][O:2][C:3]1[CH:12]=[C:11]2[C:6]([C:7](=[O:15])[N:8]([CH3:14])[C:9](=[O:13])[NH:10]2)=[CH:5][CH:4]=1.C[Si]([N-][Si](C)(C)C)(C)C.[Li+].FC1C=C2C(C=CC(=O)N2CCN2CCC(NCC3C=CC4OCC(=O)NC=4N=3)CC2)=CC=1.COC1C=C2C(C=CC(=O)N2[CH2:71][CH2:72][N:73]2[CH2:78][CH2:77][CH:76]([NH:79][C:80](=[O:86])[O:81][C:82]([CH3:85])([CH3:84])[CH3:83])[CH2:75][CH2:74]2)=CC=1. The catalyst is ClCCl.CO. The product is [CH3:1][O:2][C:3]1[CH:12]=[C:11]2[C:6]([C:7](=[O:15])[N:8]([CH3:14])[C:9](=[O:13])[N:10]2[CH2:71][CH2:72][N:73]2[CH2:78][CH2:77][CH:76]([NH:79][C:80](=[O:86])[O:81][C:82]([CH3:85])([CH3:84])[CH3:83])[CH2:75][CH2:74]2)=[CH:5][CH:4]=1. The yield is 0.180. (4) The reactants are [F:1][C:2]1[CH:7]=[CH:6][C:5](/[C:8](=[N:20]/O)/[CH:9]2[CH2:12][N:11]([C:13]([O:15][C:16]([CH3:19])([CH3:18])[CH3:17])=[O:14])[CH2:10]2)=[CH:4][CH:3]=1.[H][H]. The catalyst is CO.[Pd]. The product is [NH2:20][CH:8]([C:5]1[CH:4]=[CH:3][C:2]([F:1])=[CH:7][CH:6]=1)[CH:9]1[CH2:12][N:11]([C:13]([O:15][C:16]([CH3:19])([CH3:18])[CH3:17])=[O:14])[CH2:10]1. The yield is 0.740. (5) The reactants are [Cl:1][S:2]([OH:5])(=O)=[O:3].[Br:6][C:7]1[S:8][CH:9]=[C:10]([Br:12])[N:11]=1. No catalyst specified. The product is [Br:6][C:7]1[S:8][C:9]([S:2]([Cl:1])(=[O:5])=[O:3])=[C:10]([Br:12])[N:11]=1. The yield is 0.560. (6) The reactants are [CH2:1]1[CH:6]2[CH2:7][C:8]3([NH2:11])[CH2:10][CH:4]([CH2:5]2)[CH2:3][CH:2]1[CH2:9]3.[C:12]1([CH3:25])[CH:17]=[CH:16][C:15]([C:18]2[O:22][N:21]=[C:20]([CH:23]=O)[CH:19]=2)=[CH:14][CH:13]=1. No catalyst specified. The product is [C:12]1([CH3:25])[CH:13]=[CH:14][C:15]([C:18]2[O:22][N:21]=[C:20]([CH2:23][NH:11][C:8]34[CH2:10][CH:4]5[CH2:5][CH:6]([CH2:1][CH:2]([CH2:3]5)[CH2:9]3)[CH2:7]4)[CH:19]=2)=[CH:16][CH:17]=1. The yield is 0.880. (7) The reactants are [CH2:1]([O:8][C:9]1[CH:14]=[CH:13][C:12]([O:15][CH2:16][O:17][CH3:18])=[CH:11][C:10]=1[CH2:19]O)[C:2]1[CH:7]=[CH:6][CH:5]=[CH:4][CH:3]=1.C1(P(C2C=CC=CC=2)C2C=CC=CC=2)C=CC=CC=1.C(Br)(Br)(Br)[Br:41].CN(C)C=O. The catalyst is O. The product is [CH2:1]([O:8][C:9]1[CH:14]=[CH:13][C:12]([O:15][CH2:16][O:17][CH3:18])=[CH:11][C:10]=1[CH2:19][Br:41])[C:2]1[CH:7]=[CH:6][CH:5]=[CH:4][CH:3]=1. The yield is 0.460. (8) The catalyst is CCO.[Pt]. The product is [Cl:1][C:2]1[C:3]([N:13]2[CH2:18][CH2:17][N:16]([CH2:19][CH2:20][S:21]([CH3:24])(=[O:23])=[O:22])[CH2:15][CH2:14]2)=[CH:4][C:5]([O:11][CH3:12])=[C:6]([CH:7]=1)[NH2:8]. The reactants are [Cl:1][C:2]1[CH:7]=[C:6]([N+:8]([O-])=O)[C:5]([O:11][CH3:12])=[CH:4][C:3]=1[N:13]1[CH2:18][CH2:17][N:16]([CH2:19][CH2:20][S:21]([CH3:24])(=[O:23])=[O:22])[CH2:15][CH2:14]1.CCOC(C)=O. The yield is 0.690. (9) The reactants are [Cl:1][C:2]1[CH:3]=[C:4]([C:8]2[C:12]([CH2:13][O:14][C:15]3[CH:23]=[CH:22][C:18]([C:19]([OH:21])=O)=[CH:17][N:16]=3)=[C:11]([CH3:24])[O:10][N:9]=2)[CH:5]=[CH:6][CH:7]=1.[CH:25]1([CH2:28][NH2:29])[CH2:27][CH2:26]1. No catalyst specified. The product is [Cl:1][C:2]1[CH:3]=[C:4]([C:8]2[C:12]([CH2:13][O:14][C:15]3[CH:23]=[CH:22][C:18]([C:19]([NH:29][CH2:28][CH:25]4[CH2:27][CH2:26]4)=[O:21])=[CH:17][N:16]=3)=[C:11]([CH3:24])[O:10][N:9]=2)[CH:5]=[CH:6][CH:7]=1. The yield is 0.490.